This data is from Catalyst prediction with 721,799 reactions and 888 catalyst types from USPTO. The task is: Predict which catalyst facilitates the given reaction. Reactant: [C:1]([C:4]1[NH:8][C:7]2[C:9]([Cl:13])=[C:10]([Cl:12])[S:11][C:6]=2[CH:5]=1)([OH:3])=O.C1C=CC2N(O)N=NC=2C=1.CCN=C=NCCCN(C)C.ClC1SC2NC(C([NH:45][CH:46]3[CH2:55][C:54]4[C:49](=[CH:50][CH:51]=[CH:52][CH:53]=4)[N:48]([CH2:56][C:57]([O:59][CH3:60])=[O:58])[C:47]3=[O:61])=O)=CC=2C=1. Product: [Cl:12][C:10]1[S:11][C:6]2[CH:5]=[C:4]([C:1]([NH:45][CH:46]3[CH2:55][C:54]4[C:49](=[CH:50][CH:51]=[CH:52][CH:53]=4)[N:48]([CH2:56][C:57]([O:59][CH3:60])=[O:58])[C:47]3=[O:61])=[O:3])[NH:8][C:7]=2[C:9]=1[Cl:13]. The catalyst class is: 232.